This data is from Reaction yield outcomes from USPTO patents with 853,638 reactions. The task is: Predict the reaction yield, written as a fraction of the theoretical maximum amount of product (1.0 means a 100% yield; for example, 0.34 means a 34% yield). The reactants are [Cl:1][C:2]1[CH:3]=[C:4]([C:24]#[N:25])[CH:5]=[C:6]2[C:10]=1[C:9](=[O:11])[N:8]([CH2:12][C:13]1[CH:18]=[CH:17][C:16]([O:19][C:20]([F:23])([F:22])[F:21])=[CH:15][CH:14]=1)[CH2:7]2.OC1C=CC=C2C=1N=CC=C2.Cl.[NH2:38][OH:39].C(=O)([O-])[O-].[Na+].[Na+]. The catalyst is C(O)C.O. The product is [Cl:1][C:2]1[CH:3]=[C:4]([C:24]([NH:38][OH:39])=[NH:25])[CH:5]=[C:6]2[C:10]=1[C:9](=[O:11])[N:8]([CH2:12][C:13]1[CH:18]=[CH:17][C:16]([O:19][C:20]([F:21])([F:22])[F:23])=[CH:15][CH:14]=1)[CH2:7]2. The yield is 0.900.